From a dataset of Ames mutagenicity test results for genotoxicity prediction. Regression/Classification. Given a drug SMILES string, predict its toxicity properties. Task type varies by dataset: regression for continuous values (e.g., LD50, hERG inhibition percentage) or binary classification for toxic/non-toxic outcomes (e.g., AMES mutagenicity, cardiotoxicity, hepatotoxicity). Dataset: ames. The compound is CC(=O)NC(CSC(Cl)=C(Cl)Cl)C(=O)O. The result is 1 (mutagenic).